Dataset: Catalyst prediction with 721,799 reactions and 888 catalyst types from USPTO. Task: Predict which catalyst facilitates the given reaction. (1) Reactant: C([O:3][C:4](=[O:30])[C:5]1[CH:10]=[CH:9][N:8]=[CH:7][C:6]=1[NH:11][C:12]([C:14]1[C:19]([NH:20][C:21]2[CH:22]=[N:23][CH:24]=[N:25][CH:26]=2)=[N:18][CH:17]=[C:16]([CH:27]2[CH2:29][CH2:28]2)[N:15]=1)=[O:13])C.[OH-].[Na+].Cl. Product: [CH:27]1([C:16]2[N:15]=[C:14]([C:12]([NH:11][C:6]3[CH:7]=[N:8][CH:9]=[CH:10][C:5]=3[C:4]([OH:30])=[O:3])=[O:13])[C:19]([NH:20][C:21]3[CH:26]=[N:25][CH:24]=[N:23][CH:22]=3)=[N:18][CH:17]=2)[CH2:29][CH2:28]1. The catalyst class is: 8. (2) Reactant: [F:1][C:2]1[C:12]2[C:11](=O)[CH:10]([C:14]([C:16]3[O:17][CH:18]=[CH:19][CH:20]=3)=O)[CH2:9][CH2:8][CH2:7][C:6]=2[CH:5]=[C:4]([N:21]2[CH2:25][C@H:24]([CH2:26][NH:27][C:28](=[O:30])[CH3:29])[O:23][C:22]2=[O:31])[CH:3]=1.O.[NH2:33][NH2:34]. Product: [F:1][C:2]1[C:12]2[C:11]3[NH:33][N:34]=[C:14]([C:16]4[O:17][CH:18]=[CH:19][CH:20]=4)[C:10]=3[CH2:9][CH2:8][CH2:7][C:6]=2[CH:5]=[C:4]([N:21]2[CH2:25][C@H:24]([CH2:26][NH:27][C:28](=[O:30])[CH3:29])[O:23][C:22]2=[O:31])[CH:3]=1. The catalyst class is: 8. (3) Reactant: F[C:2]1[N:7]=[C:6]([C:8]2[C:16]3[C:11](=[CH:12][N:13]=[C:14]([C:17]4[CH:18]=[N:19][CH:20]=[CH:21][CH:22]=4)[CH:15]=3)[N:10](C3CCCCO3)[N:9]=2)[CH:5]=[CH:4][CH:3]=1.[CH2:29]([NH2:32])[CH2:30][NH2:31]. Product: [N:19]1[CH:20]=[CH:21][CH:22]=[C:17]([C:14]2[CH:15]=[C:16]3[C:8]([C:6]4[N:7]=[C:2]([NH:31][CH2:30][CH2:29][NH2:32])[CH:3]=[CH:4][CH:5]=4)=[N:9][NH:10][C:11]3=[CH:12][N:13]=2)[CH:18]=1. The catalyst class is: 6.